From a dataset of Full USPTO retrosynthesis dataset with 1.9M reactions from patents (1976-2016). Predict the reactants needed to synthesize the given product. (1) Given the product [CH3:13][C:14]1([CH3:30])[C:18]([CH3:20])([CH3:19])[O:17][B:16]([C:2]2[CH:3]=[C:4]3[C:10]([C:11]#[N:12])=[CH:9][NH:8][C:5]3=[N:6][CH:7]=2)[O:15]1, predict the reactants needed to synthesize it. The reactants are: Br[C:2]1[CH:3]=[C:4]2[C:10]([C:11]#[N:12])=[CH:9][NH:8][C:5]2=[N:6][CH:7]=1.[CH3:13][C:14]1([CH3:30])[C:18]([CH3:20])([CH3:19])[O:17][B:16]([B:16]2[O:17][C:18]([CH3:20])([CH3:19])[C:14]([CH3:30])([CH3:13])[O:15]2)[O:15]1.C([O-])(=O)C.[K+]. (2) Given the product [Br:1][C:2]1[CH:3]=[CH:4][C:5]([Cl:10])=[C:6]([CH2:7][O:8][Si:24]([C:20]([CH3:23])([CH3:22])[CH3:21])([C:32]2[CH:33]=[CH:34][CH:35]=[CH:36][CH:37]=2)[C:26]2[CH:31]=[CH:30][CH:29]=[CH:28][CH:27]=2)[CH:9]=1, predict the reactants needed to synthesize it. The reactants are: [Br:1][C:2]1[CH:3]=[CH:4][C:5]([Cl:10])=[C:6]([CH:9]=1)[CH2:7][OH:8].C(N(C(C)C)CC)(C)C.[C:20]([Si:24]([C:32]1[CH:37]=[CH:36][CH:35]=[CH:34][CH:33]=1)([C:26]1[CH:31]=[CH:30][CH:29]=[CH:28][CH:27]=1)Cl)([CH3:23])([CH3:22])[CH3:21].O. (3) Given the product [CH3:24][N:8]1[C:9]2[CH:14]=[CH:13][CH:12]=[CH:11][C:10]=2[N:4]([CH3:3])[CH2:5][C@H:6]([NH:16][C:17](=[O:23])[O:18][C:19]([CH3:20])([CH3:22])[CH3:21])[C:7]1=[O:15], predict the reactants needed to synthesize it. The reactants are: [H-].[Na+].[CH3:3][N:4]1[C:10]2[CH:11]=[CH:12][CH:13]=[CH:14][C:9]=2[NH:8][C:7](=[O:15])[C@@H:6]([NH:16][C:17](=[O:23])[O:18][C:19]([CH3:22])([CH3:21])[CH3:20])[CH2:5]1.[CH3:24]I.